Dataset: Reaction yield outcomes from USPTO patents with 853,638 reactions. Task: Predict the reaction yield, written as a fraction of the theoretical maximum amount of product (1.0 means a 100% yield; for example, 0.34 means a 34% yield). (1) The reactants are [Cl:1][C:2]1[N:7]=[C:6](Cl)[CH:5]=[C:4]([CH3:9])[N:3]=1.[CH2:10]([NH2:17])[C:11]1[CH:16]=[CH:15][CH:14]=[CH:13][CH:12]=1.C(N(CC)CC)C. The catalyst is C(#N)C.ClCCl. The product is [CH2:10]([NH:17][C:6]1[CH:5]=[C:4]([CH3:9])[N:3]=[C:2]([Cl:1])[N:7]=1)[C:11]1[CH:16]=[CH:15][CH:14]=[CH:13][CH:12]=1. The yield is 0.610. (2) The reactants are C[O:2][C:3](=[O:30])[CH:4]([C:10]1[C:15]([CH3:16])=[CH:14][CH:13]=[C:12]([CH:17]2[CH2:19][CH2:18]2)[C:11]=1[C:20]1[CH:21]=[C:22]2[C:27](=[CH:28][CH:29]=1)[O:26][CH2:25][CH2:24][CH2:23]2)[O:5][CH:6]1[CH2:9][CH2:8][CH2:7]1.[OH-].[Na+].O.Cl. The catalyst is O1CCCC1. The product is [O:26]1[C:27]2[C:22](=[CH:21][C:20]([C:11]3[C:12]([CH:17]4[CH2:19][CH2:18]4)=[CH:13][CH:14]=[C:15]([CH3:16])[C:10]=3[CH:4]([O:5][CH:6]3[CH2:7][CH2:8][CH2:9]3)[C:3]([OH:30])=[O:2])=[CH:29][CH:28]=2)[CH2:23][CH2:24][CH2:25]1. The yield is 0.990. (3) The reactants are C(O[C:6](=[O:28])[NH:7][C@@H:8]([CH2:21][C:22]1[CH:27]=[CH:26][CH:25]=[CH:24][CH:23]=1)[CH:9]([C:11](=[O:20])[NH:12][CH2:13][C:14]1[CH:19]=[CH:18][CH:17]=[CH:16][CH:15]=1)[OH:10])(C)(C)C.FC(F)(F)C(O)=O.C(N(CC)C(C)C)(C)C.[CH2:45]1[C:53]2[C:48](=[CH:49][CH:50]=[CH:51][CH:52]=2)[CH2:47][CH:46]1[C:54]([NH:56][C@@H:57]([CH3:75])[C:58]([NH:60][C@@H:61]([CH2:65][C:66]1[C:74]2[C:69](=[CH:70][CH:71]=[CH:72][CH:73]=2)[NH:68][CH:67]=1)C(O)=O)=[O:59])=[O:55].CN(C(ON1N=NC2C=CC=NC1=2)=[N+](C)C)C.F[P-](F)(F)(F)(F)F. The catalyst is ClCCl.CN(C=O)C. The product is [CH2:21]([C@H:8]([NH:7][C:6]([C@@H:61]([NH:60][C:58]([C@@H:57]([NH:56][C:54]([CH:46]1[CH2:45][C:53]2[C:48](=[CH:49][CH:50]=[CH:51][CH:52]=2)[CH2:47]1)=[O:55])[CH3:75])=[O:59])[CH2:65][C:66]1[C:74]2[C:69](=[CH:70][CH:71]=[CH:72][CH:73]=2)[NH:68][CH:67]=1)=[O:28])[CH:9]([C:11](=[O:20])[NH:12][CH2:13][C:14]1[CH:15]=[CH:16][CH:17]=[CH:18][CH:19]=1)[OH:10])[C:22]1[CH:23]=[CH:24][CH:25]=[CH:26][CH:27]=1. The yield is 0.940.